Task: Predict the product of the given reaction.. Dataset: Forward reaction prediction with 1.9M reactions from USPTO patents (1976-2016) (1) Given the reactants Br[C:2]1[C:3]([Cl:25])=[CH:4][CH:5]=[C:6]2[C:10]=1[NH:9][C:8]([CH3:11])=[C:7]2[CH2:12][CH2:13][CH2:14][O:15][C:16]1[CH:21]=[C:20]([CH3:22])[C:19]([Cl:23])=[C:18]([CH3:24])[CH:17]=1.[CH3:26][N:27]1[C:31]([CH3:32])=[C:30](B2OC(C)(C)C(C)(C)O2)[C:29]([CH3:42])=[N:28]1.C([O-])([O-])=O.[K+].[K+], predict the reaction product. The product is: [Cl:25][C:3]1[C:2]([C:30]2[C:29]([CH3:42])=[N:28][N:27]([CH3:26])[C:31]=2[CH3:32])=[C:10]2[C:6]([C:7]([CH2:12][CH2:13][CH2:14][O:15][C:16]3[CH:21]=[C:20]([CH3:22])[C:19]([Cl:23])=[C:18]([CH3:24])[CH:17]=3)=[C:8]([CH3:11])[NH:9]2)=[CH:5][CH:4]=1. (2) Given the reactants [CH3:1][C:2](=[O:12])[CH2:3][CH2:4][CH2:5][CH2:6][CH2:7][CH2:8][CH2:9][CH2:10][CH3:11].[H-].[Na+].[C:15]1([CH3:21])[CH:20]=[CH:19][CH:18]=[CH:17][CH:16]=1.[C:22]([O:29]CC)(=O)[C:23]([O:25]CC)=O, predict the reaction product. The product is: [CH3:11][CH2:10][CH2:9][CH2:8][CH2:7][CH2:6][CH2:5][CH2:4][CH2:3][C:2](=[O:12])[CH2:1][C:23](=[O:25])[C:22](=[O:29])[CH2:1][C:2](=[O:12])[CH2:3][CH2:4][CH2:16][CH2:17][CH2:18][CH2:19][CH2:20][CH2:15][CH3:21]. (3) Given the reactants [Br:1][C:2]1[CH:3]=[C:4]([CH:8]=[CH:9][C:10]=1[C:11]([O:13][CH3:14])=[O:12])[C:5]([OH:7])=[O:6].O=S(Cl)Cl.[CH3:19]O, predict the reaction product. The product is: [Br:1][C:2]1[CH:3]=[C:4]([C:5]([O:7][CH3:19])=[O:6])[CH:8]=[CH:9][C:10]=1[C:11]([O:13][CH3:14])=[O:12]. (4) Given the reactants [N:1]1([C@H:6]2[CH2:10][CH2:9][CH2:8][C@H:7]2[NH2:11])[CH2:5][CH2:4][CH2:3][CH2:2]1.[Cl:12][C:13]1[CH:21]=[CH:20][C:16]([C:17](O)=[O:18])=[C:15]([C:22]([F:25])([F:24])[F:23])[CH:14]=1, predict the reaction product. The product is: [Cl:12][C:13]1[CH:21]=[CH:20][C:16]([C:17]([NH:11][C@@H:7]2[CH2:8][CH2:9][CH2:10][C@@H:6]2[N:1]2[CH2:2][CH2:3][CH2:4][CH2:5]2)=[O:18])=[C:15]([C:22]([F:23])([F:24])[F:25])[CH:14]=1. (5) Given the reactants [OH:1][C:2]1[CH:7]=[CH:6][C:5]([C:8]2[C:12]([NH:13][C:14](=[O:25])[O:15][CH:16]([C:18]3[CH:23]=[CH:22][CH:21]=[CH:20][C:19]=3[Cl:24])[CH3:17])=[CH:11][O:10][N:9]=2)=[CH:4][CH:3]=1.C(=O)([O-])[O-].[K+].[K+].Br[CH2:33][CH2:34][CH2:35][CH2:36][C:37]([O:39][CH2:40][CH3:41])=[O:38].O, predict the reaction product. The product is: [Cl:24][C:19]1[CH:20]=[CH:21][CH:22]=[CH:23][C:18]=1[CH:16]([O:15][C:14]([NH:13][C:12]1[C:8]([C:5]2[CH:4]=[CH:3][C:2]([O:1][CH2:33][CH2:34][CH2:35][CH2:36][C:37]([O:39][CH2:40][CH3:41])=[O:38])=[CH:7][CH:6]=2)=[N:9][O:10][CH:11]=1)=[O:25])[CH3:17]. (6) Given the reactants [NH:1]1[CH2:5][CH2:4][CH:3]([OH:6])[CH2:2]1.[CH2:7]([O:14][C:15](O[C:15]([O:14][CH2:7][C:8]1[CH:13]=[CH:12][CH:11]=[CH:10][CH:9]=1)=[O:16])=[O:16])[C:8]1[CH:13]=[CH:12][CH:11]=[CH:10][CH:9]=1, predict the reaction product. The product is: [OH:6][CH:3]1[CH2:4][CH2:5][N:1]([C:15]([O:14][CH2:7][C:8]2[CH:13]=[CH:12][CH:11]=[CH:10][CH:9]=2)=[O:16])[CH2:2]1. (7) The product is: [C:33]([O:37][C:38]([N:40]1[CH2:44][CH2:43][C:42]2([CH2:49][CH2:13][N:12]([CH2:16][C:17]3[S:18][C:19]4[N:20]=[C:21]([Cl:32])[N:22]=[C:23]([N:26]5[CH2:31][CH2:30][O:29][CH2:28][CH2:27]5)[C:24]=4[N:25]=3)[CH2:11][CH2:45]2)[CH2:41]1)=[O:39])([CH3:36])([CH3:34])[CH3:35]. Given the reactants C(OC(N1CC2C([CH2:11][N:12]([CH2:16][C:17]3[S:18][C:19]4[N:20]=[C:21]([Cl:32])[N:22]=[C:23]([N:26]5[CH2:31][CH2:30][O:29][CH2:28][CH2:27]5)[C:24]=4[N:25]=3)[CH2:13]2)C1)=O)(C)(C)C.[C:33]([O:37][C:38]([N:40]1[CH2:44][CH2:43][C:42]2([CH2:49]CNC[CH2:45]2)[CH2:41]1)=[O:39])([CH3:36])([CH3:35])[CH3:34], predict the reaction product.